From a dataset of Forward reaction prediction with 1.9M reactions from USPTO patents (1976-2016). Predict the product of the given reaction. Given the reactants [S:1]1[C:9]2[C:4](=[N:5][CH:6]=[CH:7][C:8]=2[OH:10])[CH:3]=[CH:2]1.[Cl:11][O-].[Na+].C(O)(=O)C, predict the reaction product. The product is: [Cl:11][C:3]1[C:4]2=[N:5][CH:6]=[CH:7][C:8]([OH:10])=[C:9]2[S:1][CH:2]=1.